This data is from Full USPTO retrosynthesis dataset with 1.9M reactions from patents (1976-2016). The task is: Predict the reactants needed to synthesize the given product. Given the product [CH3:15][C:16]1[CH:21]=[CH:20][C:19]([CH2:22][NH:23][C:12]([CH:10]2[CH2:9][N:8]([C:6]([O:5][C:1]([CH3:2])([CH3:3])[CH3:4])=[O:7])[CH2:11]2)=[O:14])=[CH:18][CH:17]=1, predict the reactants needed to synthesize it. The reactants are: [C:1]([O:5][C:6]([N:8]1[CH2:11][CH:10]([C:12]([OH:14])=O)[CH2:9]1)=[O:7])([CH3:4])([CH3:3])[CH3:2].[CH3:15][C:16]1[CH:17]=[CH:18][C:19]([CH2:22][NH2:23])=[CH:20][CH:21]=1.CN(C(ON1N=NC2C=CC=CC1=2)=[N+](C)C)C.F[P-](F)(F)(F)(F)F.C(N(C(C)C)CC)(C)C.